Dataset: Reaction yield outcomes from USPTO patents with 853,638 reactions. Task: Predict the reaction yield, written as a fraction of the theoretical maximum amount of product (1.0 means a 100% yield; for example, 0.34 means a 34% yield). (1) The reactants are [F:1][C:2]1[CH:7]=[C:6]([CH2:8][C:9]([C:11]2[CH:16]=[CH:15][CH:14]=[CH:13][CH:12]=2)=[O:10])[CH:5]=[CH:4][N:3]=1.C[Si]([N-][Si](C)(C)C)(C)C.[Na+].Br[CH2:28][C:29](=[O:34])[C:30]([CH3:33])([CH3:32])[CH3:31].C(OCC)(=O)C. The catalyst is C1COCC1.O. The product is [F:1][C:2]1[CH:7]=[C:6]([CH:8]([CH2:28][C:29](=[O:34])[C:30]([CH3:33])([CH3:32])[CH3:31])[C:9]([C:11]2[CH:12]=[CH:13][CH:14]=[CH:15][CH:16]=2)=[O:10])[CH:5]=[CH:4][N:3]=1. The yield is 0.870. (2) The yield is 0.300. The catalyst is Cl.O1CCOCC1. The product is [NH:24]1[CH:25]=[N:26][C:22]([C:19]2[CH:20]=[C:21]3[C:16](=[CH:17][CH:18]=2)[NH:15][N:14]=[C:13]3[C:9]2[CH:8]=[C:7]([NH:6][C:4]([CH:1]3[CH2:2][CH2:3]3)=[O:5])[CH:12]=[CH:11][CH:10]=2)=[N:23]1. The reactants are [CH:1]1([C:4]([NH:6][C:7]2[CH:12]=[CH:11][CH:10]=[C:9]([C:13]3[C:21]4[C:16](=[CH:17][CH:18]=[C:19]([C:22]5[N:26]=[CH:25][N:24](C(C6C=CC=CC=6)(C6C=CC=CC=6)C6C=CC=CC=6)[N:23]=5)[CH:20]=4)[N:15](C4CCCCO4)[N:14]=3)[CH:8]=2)=[O:5])[CH2:3][CH2:2]1. (3) The reactants are N12CCCN=C1CCCCC2.CO[C:14](=[O:32])[C:15]1[CH:20]=[CH:19][CH:18]=[C:17]([CH2:21][NH:22][C:23]([O:25][CH2:26][CH3:27])=[O:24])[C:16]=1[C:28]([O:30]C)=O.Cl.[NH2:34][CH:35]1[CH2:41][CH2:40][C:39](=[O:42])[NH:38][C:36]1=[O:37].O. The catalyst is CN(C=O)C. The product is [CH2:26]([O:25][C:23](=[O:24])[NH:22][CH2:21][C:17]1[CH:18]=[CH:19][CH:20]=[C:15]2[C:16]=1[C:28](=[O:30])[N:34]([CH:35]1[CH2:41][CH2:40][C:39](=[O:42])[NH:38][C:36]1=[O:37])[C:14]2=[O:32])[CH3:27]. The yield is 0.450. (4) The reactants are C([O:3][C:4]([C:6]1[CH:7]=[N:8][C:9]2[C:14]([C:15]=1[NH:16][CH2:17][C:18]1[CH:23]=[CH:22][C:21]([O:24][CH3:25])=[C:20]([Cl:26])[CH:19]=1)=[CH:13][C:12]([C:27]#[N:28])=[CH:11][C:10]=2[CH2:29][CH3:30])=O)C.C(O[AlH-](OC(C)(C)C)OC(C)(C)C)(C)(C)C.[Li+].C1COCC1. The catalyst is C1COCC1. The product is [Cl:26][C:20]1[CH:19]=[C:18]([CH2:17][NH:16][C:15]2[C:14]3[C:9](=[C:10]([CH2:29][CH3:30])[CH:11]=[C:12]([C:27]#[N:28])[CH:13]=3)[N:8]=[CH:7][C:6]=2[CH2:4][OH:3])[CH:23]=[CH:22][C:21]=1[O:24][CH3:25]. The yield is 0.840. (5) The reactants are [CH3:1][O:2][C:3]([C:5]1[S:6][C:7]([N+:11]([O-:13])=[O:12])=[C:8](Br)[CH:9]=1)=[O:4].[Br:14][C:15]1[CH:16]=[C:17]([S:22][OH:23])[CH:18]=[N:19][C:20]=1[Cl:21].CN(C=[O:28])C. No catalyst specified. The product is [CH3:1][O:2][C:3]([C:5]1[S:6][C:7]([N+:11]([O-:13])=[O:12])=[C:8]([S:22]([C:17]2[CH:18]=[N:19][C:20]([Cl:21])=[C:15]([Br:14])[CH:16]=2)(=[O:28])=[O:23])[CH:9]=1)=[O:4]. The yield is 0.480. (6) The reactants are [C:1]1([NH:7][C:8]2[CH:17]=[CH:16][C:15]3[C:10](=[CH:11][CH:12]=[CH:13][CH:14]=3)[CH:9]=2)[CH:6]=[CH:5][CH:4]=[CH:3][CH:2]=1.Br[C:19]1[CH:24]=[CH:23][C:22]([C:25]2[CH:30]=[CH:29][C:28]([Br:31])=[CH:27][CH:26]=2)=[CH:21][CH:20]=1.CC(C)([O-])C.[Na+]. The catalyst is C1(C)C=CC=CC=1.C1C=CC(P(C2C=CC=CC=2)[C-]2C=CC=C2)=CC=1.C1C=CC(P(C2C=CC=CC=2)[C-]2C=CC=C2)=CC=1.Cl[Pd]Cl.[Fe+2]. The product is [Br:31][C:28]1[CH:29]=[CH:30][C:25]([C:22]2[CH:23]=[CH:24][C:19]([N:7]([C:1]3[CH:6]=[CH:5][CH:4]=[CH:3][CH:2]=3)[C:8]3[CH:17]=[CH:16][C:15]4[C:10](=[CH:11][CH:12]=[CH:13][CH:14]=4)[CH:9]=3)=[CH:20][CH:21]=2)=[CH:26][CH:27]=1. The yield is 0.600. (7) The reactants are [C:1]([O:5][C:6]([N:8]1[CH2:13][CH2:12][CH:11]([NH:14][C:15]2[CH:20]=[CH:19][C:18]([Cl:21])=[CH:17][C:16]=2[CH2:22][NH2:23])[CH2:10][CH2:9]1)=[O:7])([CH3:4])([CH3:3])[CH3:2].[S:24](N)(N)(=[O:26])=[O:25]. The catalyst is N1C=CC=CC=1. The product is [C:1]([O:5][C:6]([N:8]1[CH2:13][CH2:12][CH:11]([N:14]2[S:24](=[O:26])(=[O:25])[NH:23][CH2:22][C:16]3[CH:17]=[C:18]([Cl:21])[CH:19]=[CH:20][C:15]2=3)[CH2:10][CH2:9]1)=[O:7])([CH3:4])([CH3:2])[CH3:3]. The yield is 0.960.